This data is from Reaction yield outcomes from USPTO patents with 853,638 reactions. The task is: Predict the reaction yield, written as a fraction of the theoretical maximum amount of product (1.0 means a 100% yield; for example, 0.34 means a 34% yield). (1) The reactants are [NH2:1][C:2]1[CH:25]=[CH:24][C:23]([Cl:26])=[CH:22][C:3]=1[C:4]([NH:6][C:7]1[CH:11]=[CH:10][N:9]([C:12]2[CH:17]=[CH:16][CH:15]=[C:14]([C:18]([F:21])([F:20])[F:19])[CH:13]=2)[N:8]=1)=[O:5].N1C=CC=CC=1.Cl[C:34]([C:36]1[CH:37]=[C:38]([CH:50]=[CH:51][CH:52]=1)[CH2:39][S:40][CH2:41][CH2:42][C:43]([O:45][C:46]([CH3:49])([CH3:48])[CH3:47])=[O:44])=[O:35]. The catalyst is ClCCl. The product is [Cl:26][C:23]1[CH:24]=[CH:25][C:2]([NH:1][C:34]([C:36]2[CH:37]=[C:38]([CH:50]=[CH:51][CH:52]=2)[CH2:39][S:40][CH2:41][CH2:42][C:43]([O:45][C:46]([CH3:49])([CH3:47])[CH3:48])=[O:44])=[O:35])=[C:3]([C:4](=[O:5])[NH:6][C:7]2[CH:11]=[CH:10][N:9]([C:12]3[CH:17]=[CH:16][CH:15]=[C:14]([C:18]([F:20])([F:21])[F:19])[CH:13]=3)[N:8]=2)[CH:22]=1. The yield is 0.300. (2) The reactants are [Cl:1][CH2:2][CH2:3][CH2:4][O:5][C:6]1[CH:7]=[C:8]2[C:13](=[CH:14][CH:15]=1)[N:12]=[C:11]([C:16]1[CH:17]=[N:18][CH:19]=[CH:20][CH:21]=1)[N:10]=[C:9]2[NH:22][CH3:23].[CH3:24][N:25]1[CH2:30][CH2:29][NH:28][CH2:27][CH2:26]1. The catalyst is CO.O. The product is [ClH:1].[ClH:1].[ClH:1].[ClH:1].[CH3:23][NH:22][C:9]1[C:8]2[C:13](=[CH:14][CH:15]=[C:6]([O:5][CH2:4][CH2:3][CH2:2][N:28]3[CH2:29][CH2:30][N:25]([CH3:24])[CH2:26][CH2:27]3)[CH:7]=2)[N:12]=[C:11]([C:16]2[CH:17]=[N:18][CH:19]=[CH:20][CH:21]=2)[N:10]=1. The yield is 0.290. (3) The reactants are [Br:1][C:2]1[CH:3]=[C:4]([C:22]([O:24]C)=O)[C:5]2[NH:6][C:7]3[CH:8]=[C:9]([N:15]4[CH2:20][CH2:19][N:18]([CH3:21])[CH2:17][CH2:16]4)[CH:10]=[CH:11][C:12]=3[C:13]=2[N:14]=1.[NH3:26]. The catalyst is CO. The product is [Br:1][C:2]1[CH:3]=[C:4]([C:22]([NH2:26])=[O:24])[C:5]2[NH:6][C:7]3[CH:8]=[C:9]([N:15]4[CH2:20][CH2:19][N:18]([CH3:21])[CH2:17][CH2:16]4)[CH:10]=[CH:11][C:12]=3[C:13]=2[N:14]=1. The yield is 0.660. (4) The reactants are [OH:1][C:2]1[C:3]([CH2:13][CH2:14][C:15]2[CH:20]=[CH:19][CH:18]=[CH:17][CH:16]=2)=[C:4]2[C:9](=[CH:10][CH:11]=1)[C:8](=[O:12])[CH2:7][CH2:6][CH2:5]2.C1(P(C2C=CC=CC=2)C2C=CC=CC=2)C=CC=CC=1.[CH2:40]([N:47]1[C:51]([CH2:52][CH2:53]O)=[CH:50][N:49]=[CH:48]1)[C:41]1[CH:46]=[CH:45][CH:44]=[CH:43][CH:42]=1.N(C(OCC)=O)=NC(OCC)=O. The catalyst is O1CCCC1. The product is [CH2:40]([N:47]1[C:51]([CH2:52][CH2:53][O:1][C:2]2[C:3]([CH2:13][CH2:14][C:15]3[CH:16]=[CH:17][CH:18]=[CH:19][CH:20]=3)=[C:4]3[C:9](=[CH:10][CH:11]=2)[C:8](=[O:12])[CH2:7][CH2:6][CH2:5]3)=[CH:50][N:49]=[CH:48]1)[C:41]1[CH:42]=[CH:43][CH:44]=[CH:45][CH:46]=1. The yield is 0.0220. (5) The reactants are Br[C:2]1[C:3]([CH3:16])=[N:4][N:5]([C:7]2[CH:12]=[CH:11][N:10]=[C:9]3[NH:13][CH:14]=[CH:15][C:8]=23)[CH:6]=1.[C:17]([C:19]1[CH:20]=[C:21](B(O)O)[CH:22]=[CH:23][CH:24]=1)#[N:18].C(=O)([O-])[O-].[Na+].[Na+].COCCOC.O. The catalyst is C1C=CC([P]([Pd]([P](C2C=CC=CC=2)(C2C=CC=CC=2)C2C=CC=CC=2)([P](C2C=CC=CC=2)(C2C=CC=CC=2)C2C=CC=CC=2)[P](C2C=CC=CC=2)(C2C=CC=CC=2)C2C=CC=CC=2)(C2C=CC=CC=2)C2C=CC=CC=2)=CC=1. The product is [CH3:16][C:3]1[C:2]([C:23]2[CH:24]=[C:19]([CH:20]=[CH:21][CH:22]=2)[C:17]#[N:18])=[CH:6][N:5]([C:7]2[CH:12]=[CH:11][N:10]=[C:9]3[NH:13][CH:14]=[CH:15][C:8]=23)[N:4]=1. The yield is 0.440. (6) The reactants are Cl[CH2:2][CH2:3][CH2:4][Si:5]([CH3:8])([CH3:7])[CH3:6].[O:9]=[CH:10][C:11]1[CH:19]=[CH:18][C:16]([OH:17])=[C:13]([O:14][CH3:15])[CH:12]=1.C(=O)([O-])[O-].[K+].[K+]. The catalyst is CN(C)C=O. The product is [CH3:15][O:14][C:13]1[CH:12]=[C:11]([CH:19]=[CH:18][C:16]=1[O:17][CH2:2][CH2:3][CH2:4][Si:5]([CH3:8])([CH3:7])[CH3:6])[CH:10]=[O:9]. The yield is 0.890. (7) The reactants are FC(F)(F)C(O)=O.[CH3:8][O:9][C:10](=[O:53])[CH2:11][C:12]1[CH:17]=[CH:16][C:15]([C:18]2[CH:23]=[CH:22][C:21]([C:24]([C:29]3[CH:34]=[CH:33][C:32]([CH2:35][CH2:36][CH:37]([O:42][Si](C(C)(C)C)(C)C)[C:38]([CH3:41])([CH3:40])[CH3:39])=[C:31]([CH3:50])[CH:30]=3)([CH2:27][CH3:28])[CH2:25][CH3:26])=[CH:20][C:19]=2[CH3:51])=[CH:14][C:13]=1[Cl:52]. The catalyst is ClCCl. The product is [CH3:8][O:9][C:10](=[O:53])[CH2:11][C:12]1[CH:17]=[CH:16][C:15]([C:18]2[CH:23]=[CH:22][C:21]([C:24]([CH2:27][CH3:28])([C:29]3[CH:34]=[CH:33][C:32]([CH2:35][CH2:36][CH:37]([OH:42])[C:38]([CH3:41])([CH3:39])[CH3:40])=[C:31]([CH3:50])[CH:30]=3)[CH2:25][CH3:26])=[CH:20][C:19]=2[CH3:51])=[CH:14][C:13]=1[Cl:52]. The yield is 0.930. (8) The reactants are [CH2:1]1[N:6]([CH2:7][CH2:8][OH:9])[CH2:5][CH2:4][N:3]([CH2:10][CH2:11][S:12]([OH:15])(=[O:14])=[O:13])[CH2:2]1. The catalyst is C(O)C. The product is [CH2:8]([OH:9])[CH3:7].[CH2:5]1[N:6]([CH2:7][CH2:8][OH:9])[CH2:1][CH2:2][N:3]([CH2:10][CH2:11][S:12]([OH:15])(=[O:14])=[O:13])[CH2:4]1. The yield is 0.500.